Predict the reactants needed to synthesize the given product. From a dataset of Full USPTO retrosynthesis dataset with 1.9M reactions from patents (1976-2016). (1) Given the product [Cl:1][C:2]1[C:3]([C:24]2[S:28][C:27]([C:29]3([OH:33])[CH2:30][CH2:31][CH2:32]3)=[N:26][CH:25]=2)=[C:4]2[CH:10]=[C:9]([C:11]3[CH:16]=[CH:15][C:14]([NH:17][C:18](=[O:23])[CH2:19][N:20]([CH3:22])[CH3:21])=[CH:13][CH:12]=3)[NH:8][C:5]2=[N:6][CH:7]=1, predict the reactants needed to synthesize it. The reactants are: [Cl:1][C:2]1[C:3]([C:24]2[S:28][C:27]([C:29]3([O:33]COC)[CH2:32][CH2:31][CH2:30]3)=[N:26][CH:25]=2)=[C:4]2[CH:10]=[C:9]([C:11]3[CH:16]=[CH:15][C:14]([NH:17][C:18](=[O:23])[CH2:19][N:20]([CH3:22])[CH3:21])=[CH:13][CH:12]=3)[NH:8][C:5]2=[N:6][CH:7]=1.ClC1C(C2SC(C3(OCOC)CCC3)=NC=2)=C2C=C(C3N=C(C4CCCN(C(OC(C)(C)C)=O)C4)ON=3)NC2=NC=1. (2) Given the product [OH:30][C@@H:28]1[CH2:29][C@H:26]([CH2:24][N:23]([CH3:16])[C:9](=[O:10])[O:11][C:12]([CH3:13])([CH3:14])[CH3:15])[CH2:27]1, predict the reactants needed to synthesize it. The reactants are: [CH3:13][C:12]([O:11][C:9](O[C:9]([O:11][C:12]([CH3:15])([CH3:14])[CH3:13])=[O:10])=[O:10])([CH3:15])[CH3:14].[CH2:16]([NH:23][C:24]([CH:26]1[CH2:29][C:28](=[O:30])[CH2:27]1)=O)C1C=CC=CC=1.CNC[C@@H]1C[C@H](O)C1.CCN(CC)CC. (3) Given the product [Cl:17][C:12]1[CH:13]=[CH:14][CH:15]=[CH:16][C:11]=1[NH:10][C:6]1[C:7]([CH:8]=[O:9])=[C:2]([O:28][C:22]2[CH:27]=[CH:26][CH:25]=[CH:24][CH:23]=2)[N:3]=[C:4]([S:18][CH3:19])[N:5]=1, predict the reactants needed to synthesize it. The reactants are: Cl[C:2]1[C:7]([CH:8]=[O:9])=[C:6]([NH:10][C:11]2[CH:16]=[CH:15][CH:14]=[CH:13][C:12]=2[Cl:17])[N:5]=[C:4]([S:18][CH3:19])[N:3]=1.[H-].[Na+].[C:22]1([OH:28])[CH:27]=[CH:26][CH:25]=[CH:24][CH:23]=1. (4) The reactants are: [C:1](Cl)(=O)[CH2:2][CH2:3][CH2:4][CH2:5][CH2:6][CH2:7][CH2:8][CH2:9][CH3:10].Cl.C[O:15][C:16](=[O:19])[CH2:17][NH2:18].CCN(C(C)C)C(C)C. Given the product [CH2:1]([NH:18][CH2:17][C:16]([OH:19])=[O:15])[CH2:2][CH2:3][CH2:4][CH2:5][CH2:6][CH2:7][CH2:8][CH2:9][CH3:10], predict the reactants needed to synthesize it. (5) Given the product [OH:12][C:9]1[CH:8]=[C:3]2[C:2](=[CH:11][CH:10]=1)[N:1]=[C:13]([C:15]1[CH:24]=[CH:23][C:18]([C:19]([O:21][CH3:22])=[O:20])=[CH:17][CH:16]=1)[N:6]([CH3:7])[C:4]2=[O:5], predict the reactants needed to synthesize it. The reactants are: [NH2:1][C:2]1[CH:11]=[CH:10][C:9]([OH:12])=[CH:8][C:3]=1[C:4]([NH:6][CH3:7])=[O:5].[CH:13]([C:15]1[CH:24]=[CH:23][C:18]([C:19]([O:21][CH3:22])=[O:20])=[CH:17][CH:16]=1)=O.OS([O-])=O.[Na+].